From a dataset of Reaction yield outcomes from USPTO patents with 853,638 reactions. Predict the reaction yield, written as a fraction of the theoretical maximum amount of product (1.0 means a 100% yield; for example, 0.34 means a 34% yield). The reactants are Cl[C:2]1[N:3]=[N:4][CH:5]=[C:6]([C:14]2[CH:19]=[CH:18][C:17]([Cl:20])=[CH:16][CH:15]=2)[C:7]=1[C:8]1[CH:13]=[CH:12][N:11]=[CH:10][CH:9]=1.O.[NH2:22][NH2:23]. The catalyst is N1C=CC=CC=1. The product is [Cl:20][C:17]1[CH:18]=[CH:19][C:14]([C:6]2[C:7]([C:8]3[CH:13]=[CH:12][N:11]=[CH:10][CH:9]=3)=[C:2]([NH:22][NH2:23])[N:3]=[N:4][CH:5]=2)=[CH:15][CH:16]=1. The yield is 0.880.